Dataset: Catalyst prediction with 721,799 reactions and 888 catalyst types from USPTO. Task: Predict which catalyst facilitates the given reaction. (1) Reactant: [N:1]([CH2:4][CH2:5][N:6]1[C:10]([NH:11][C:12]([C:25]2[CH:30]=[CH:29][CH:28]=[CH:27][CH:26]=2)([C:19]2[CH:24]=[CH:23][CH:22]=[CH:21][CH:20]=2)[C:13]2[CH:18]=[CH:17][CH:16]=[CH:15][CH:14]=2)=[CH:9][CH:8]=[N:7]1)=[N+]=[N-].[H][H]. Product: [NH2:1][CH2:4][CH2:5][N:6]1[C:10]([NH:11][C:12]([C:25]2[CH:30]=[CH:29][CH:28]=[CH:27][CH:26]=2)([C:19]2[CH:20]=[CH:21][CH:22]=[CH:23][CH:24]=2)[C:13]2[CH:18]=[CH:17][CH:16]=[CH:15][CH:14]=2)=[CH:9][CH:8]=[N:7]1. The catalyst class is: 19. (2) Reactant: [Cl:1][CH2:2][C@@H:3]([OH:6])[CH2:4]O.S(Cl)(Cl)=O.ClC[C@H]1COS(=O)(=O)O1.Cl[O-].[Na+].[NH2:23][C:24]1[CH:29]=[CH:28][C:27]([N:30]2[CH2:35][CH2:34][O:33][CH2:32][C:31]2=[O:36])=[CH:26][CH:25]=1.C(N(CC)CC)C.CS(O)(=O)=O.C(=O)([O-])O.[Na+]. Product: [Cl:1][CH2:2][C@H:3]([OH:6])[CH2:4][NH:23][C:24]1[CH:25]=[CH:26][C:27]([N:30]2[CH2:35][CH2:34][O:33][CH2:32][C:31]2=[O:36])=[CH:28][CH:29]=1. The catalyst class is: 34. (3) Reactant: [CH3:1][C:2]1[C:11]2[C:6](=[C:7]([NH2:12])[CH:8]=[CH:9][CH:10]=2)[CH:5]=[CH:4][N:3]=1.[C:13]1([C:22]2[CH:27]=[CH:26][CH:25]=[CH:24][CH:23]=2)[CH:18]=[CH:17][C:16]([C:19](O)=[O:20])=[CH:15][CH:14]=1.Cl.CN(C)CCCN=C=NCC. Product: [CH3:1][C:2]1[C:11]2[C:6](=[C:7]([NH:12][C:19]([C:16]3[CH:17]=[CH:18][C:13]([C:22]4[CH:23]=[CH:24][CH:25]=[CH:26][CH:27]=4)=[CH:14][CH:15]=3)=[O:20])[CH:8]=[CH:9][CH:10]=2)[CH:5]=[CH:4][N:3]=1. The catalyst class is: 172. (4) Reactant: Cl.Cl[C:3]1[N:8]2[N:9]=[C:10]([CH:12]3[CH2:17][CH2:16][N:15]([CH:18]4[CH2:20][CH2:19]4)[CH2:14][CH2:13]3)[N:11]=[C:7]2[CH:6]=[C:5]([C:21]2[CH:26]=[CH:25][C:24]([Cl:27])=[CH:23][C:22]=2[Cl:28])[N:4]=1.Cl.Cl.[NH2:31][C:32]1[C:37]([C:38]#[N:39])=[CH:36][CH:35]=[C:34]([NH:40][CH2:41][CH2:42][NH2:43])[N:33]=1.C(N(CC)C(C)C)(C)C. Product: [NH2:31][C:32]1[C:37]([C:38]#[N:39])=[CH:36][CH:35]=[C:34]([NH:40][CH2:41][CH2:42][NH:43][C:3]2[N:8]3[N:9]=[C:10]([CH:12]4[CH2:13][CH2:14][N:15]([CH:18]5[CH2:20][CH2:19]5)[CH2:16][CH2:17]4)[N:11]=[C:7]3[CH:6]=[C:5]([C:21]3[CH:26]=[CH:25][C:24]([Cl:27])=[CH:23][C:22]=3[Cl:28])[N:4]=2)[N:33]=1. The catalyst class is: 16. (5) Reactant: P(Cl)(Cl)(Cl)=O.CN(C)[CH:8]=[O:9].[CH:11]([N:14]1[C:23]2[C:18](=[CH:19][CH:20]=[CH:21][CH:22]=2)[CH2:17][CH2:16][CH2:15]1)([CH3:13])[CH3:12].C(=O)(O)[O-].[Na+]. Product: [CH:11]([N:14]1[C:23]2[C:18](=[CH:19][CH:20]=[CH:21][CH:22]=2)[CH2:17][CH2:16][CH:15]1[CH:8]=[O:9])([CH3:13])[CH3:12]. The catalyst class is: 175.